Predict which catalyst facilitates the given reaction. From a dataset of Catalyst prediction with 721,799 reactions and 888 catalyst types from USPTO. (1) Reactant: [CH2:1]([N:5]([CH2:13][CH2:14][CH2:15][CH3:16])[C:6]1[CH:7]=[C:8]([OH:12])[CH:9]=[CH:10][CH:11]=1)[CH2:2][CH2:3][CH3:4].[CH2:17]([N:19]([CH2:28][CH3:29])[C:20]1[CH:25]=[CH:24][C:23]([N:26]=O)=[CH:22][CH:21]=1)[CH3:18].[Cl:30]([OH:34])(=[O:33])(=[O:32])=[O:31].CO. Product: [Cl:30]([O-:34])(=[O:33])(=[O:32])=[O:31].[CH2:1]([N:5]([C:6]1[C:7]2[NH2+:26][C:23]3[C:24](=[CH:25][C:20]([N:19]([CH2:28][CH3:29])[CH2:17][CH3:18])=[CH:21][CH:22]=3)[O:12][C:8]=2[CH:9]=[CH:10][CH:11]=1)[CH2:13][CH2:14][CH2:15][CH3:16])[CH2:2][CH2:3][CH3:4]. The catalyst class is: 621. (2) Reactant: [ClH:1].C(OC(=O)[NH:8][CH2:9][CH2:10][CH2:11][N:12]1[CH2:17][CH2:16][CH2:15][CH2:14][C:13]1=[O:18])(C)(C)C. Product: [ClH:1].[NH2:8][CH2:9][CH2:10][CH2:11][N:12]1[CH2:17][CH2:16][CH2:15][CH2:14][C:13]1=[O:18]. The catalyst class is: 12. (3) Reactant: [OH:1][C:2]([CH:5]1[N:14]2[CH:9]([CH2:10][C:11](=[O:20])[C:12]([C:15]([O:17][CH2:18][CH3:19])=[O:16])=[CH:13]2)[C:8]2[CH:21]=[C:22]([O:31][CH3:32])[C:23]([O:25][CH2:26][CH2:27][CH2:28][O:29][CH3:30])=[CH:24][C:7]=2[CH2:6]1)([CH3:4])[CH3:3].C1(Cl)C(=O)C(Cl)=C(Cl)C(=O)C=1Cl. Product: [OH:1][C:2]([CH:5]1[N:14]2[C:9](=[CH:10][C:11](=[O:20])[C:12]([C:15]([O:17][CH2:18][CH3:19])=[O:16])=[CH:13]2)[C:8]2[CH:21]=[C:22]([O:31][CH3:32])[C:23]([O:25][CH2:26][CH2:27][CH2:28][O:29][CH3:30])=[CH:24][C:7]=2[CH2:6]1)([CH3:3])[CH3:4]. The catalyst class is: 57. (4) Reactant: [CH:1]1([P:7]([CH:29]2[CH2:34][CH2:33][CH2:32][CH2:31][CH2:30]2)[C:8]2[CH:13]=[CH:12][CH:11]=[CH:10][C:9]=2[C:14]2[C:19]([CH:20]([CH3:22])[CH3:21])=[CH:18][C:17](C(C)C)=[CH:16][C:15]=2[CH:26]([CH3:28])[CH3:27])[CH2:6][CH2:5][CH2:4][CH2:3][CH2:2]1.C(Cl)Cl.[OH:38][S:39](O)(=[O:41])=[O:40].[OH-].[Na+:44]. Product: [CH:1]1([P:7]([CH:29]2[CH2:34][CH2:33][CH2:32][CH2:31][CH2:30]2)[C:8]2[CH:13]=[CH:12][CH:11]=[CH:10][C:9]=2[C:14]2[C:19]([CH:20]([CH3:22])[CH3:21])=[CH:18][C:17]([S:39]([O-:41])(=[O:40])=[O:38])=[CH:16][C:15]=2[CH:26]([CH3:28])[CH3:27])[CH2:6][CH2:5][CH2:4][CH2:3][CH2:2]1.[Na+:44]. The catalyst class is: 5. (5) Reactant: [C:1]1(P(C2C=CC=CC=2)C2C=CC=CC=2)C=CC=CC=1.Br[N:21]1[C:25](=[O:26])CCC1=O.[CH:28]1([CH2:33][C@H:34]([C:38]2[CH:43]=[CH:42][C:41]([S:44]([CH3:47])(=[O:46])=[O:45])=[CH:40][CH:39]=2)[C:35](O)=O)[CH2:32][CH2:31][CH2:30][CH2:29]1.NC1C=[N:53][C:52]([Br:55])=[CH:51][N:50]=1.N1C=CC=CC=1. Product: [CH3:47][S:44]([C:41]1[CH:42]=[CH:43][C:38]([C:34]2([C@@H:35]([CH3:1])[C:25]([NH2:21])=[O:26])[C:33]([CH:28]3[CH2:32][CH2:31][CH2:30][CH2:29]3)=[N:53][C:52]([Br:55])=[CH:51][NH:50]2)=[CH:39][CH:40]=1)(=[O:46])=[O:45]. The catalyst class is: 2.